Task: Regression/Classification. Given a drug SMILES string, predict its absorption, distribution, metabolism, or excretion properties. Task type varies by dataset: regression for continuous measurements (e.g., permeability, clearance, half-life) or binary classification for categorical outcomes (e.g., BBB penetration, CYP inhibition). Dataset: cyp2d6_veith.. Dataset: CYP2D6 inhibition data for predicting drug metabolism from PubChem BioAssay (1) The drug is N[C@@H](Cn1oc(=O)[nH]c1=O)C(=O)O. The result is 0 (non-inhibitor). (2) The compound is CCCCCCCCCCCC(=O)O[C@H](CC(=O)O)C[N+](C)(C)C. The result is 0 (non-inhibitor).